From a dataset of Reaction yield outcomes from USPTO patents with 853,638 reactions. Predict the reaction yield, written as a fraction of the theoretical maximum amount of product (1.0 means a 100% yield; for example, 0.34 means a 34% yield). (1) The reactants are [CH3:1][C@H:2]([CH2:7][C:8]1[S:9][C:10]([C:13]2[CH:18]=[C:17]([NH:19][C:20]3[N:25]=[C:24]([C:26]([F:29])([F:28])[F:27])[CH:23]=[CH:22][N:21]=3)[CH:16]=[C:15]([CH3:30])[CH:14]=2)=[CH:11][N:12]=1)[C:3]([O:5][CH3:6])=[O:4].C(N(CC)CC)C.[CH3:38][C:39]([O:42][C:43](O[C:43]([O:42][C:39]([CH3:41])([CH3:40])[CH3:38])=[O:44])=[O:44])([CH3:41])[CH3:40]. The catalyst is CN(C1C=CN=CC=1)C.C1COCC1.O. The product is [C:39]([O:42][C:43]([N:19]([C:20]1[N:25]=[C:24]([C:26]([F:29])([F:27])[F:28])[CH:23]=[CH:22][N:21]=1)[C:17]1[CH:18]=[C:13]([C:10]2[S:9][C:8]([CH2:7][C@@H:2]([CH3:1])[C:3]([O:5][CH3:6])=[O:4])=[N:12][CH:11]=2)[CH:14]=[C:15]([CH3:30])[CH:16]=1)=[O:44])([CH3:41])([CH3:40])[CH3:38]. The yield is 0.980. (2) The reactants are [Cl:1][C:2]1[C:3]([O:12][C:13]2[CH:18]=[C:17]([O:19][CH:20]([CH3:22])[CH3:21])[CH:16]=[CH:15][C:14]=2/[CH:23]=[C:24](\[CH3:28])/[C:25](O)=[O:26])=[N:4][CH:5]=[C:6]([C:8]([F:11])([F:10])[F:9])[CH:7]=1.Cl.C(N=C=NCCCN(C)C)C.[CH3:41][O:42][CH2:43][CH2:44][CH2:45][NH:46][S:47]([NH2:50])(=[O:49])=[O:48].Cl. The catalyst is C(#N)C.CN(C)C1C=CN=CC=1.C(OCC)(=O)C. The product is [Cl:1][C:2]1[C:3]([O:12][C:13]2[CH:18]=[C:17]([O:19][CH:20]([CH3:22])[CH3:21])[CH:16]=[CH:15][C:14]=2/[CH:23]=[C:24](\[CH3:28])/[C:25]([NH:50][S:47]([NH:46][CH2:45][CH2:44][CH2:43][O:42][CH3:41])(=[O:49])=[O:48])=[O:26])=[N:4][CH:5]=[C:6]([C:8]([F:11])([F:9])[F:10])[CH:7]=1. The yield is 0.270. (3) The reactants are CO[C:3](=[O:24])[C:4]1[CH:9]=[CH:8][C:7]([O:10][CH2:11][C:12]2[C:13]([C:18]3[CH:19]=[N:20][CH:21]=[CH:22][CH:23]=3)=[N:14][O:15][C:16]=2[CH3:17])=[N:6][CH:5]=1.COC(=O)C1C=CC(OC[C:36]2[C:37]([C:42]3[CH:47]=CC=C(F)C=3)=[N:38][O:39][C:40]=2C)=NC=1.NC1CCOCC1. No catalyst specified. The product is [CH3:17][C:16]1[O:15][N:14]=[C:13]([C:18]2[CH:19]=[N:20][CH:21]=[CH:22][CH:23]=2)[C:12]=1[CH2:11][O:10][C:7]1[CH:8]=[CH:9][C:4]([C:3]([NH:38][CH:37]2[CH2:42][CH2:47][O:39][CH2:40][CH2:36]2)=[O:24])=[CH:5][N:6]=1. The yield is 0.830. (4) The reactants are [C@@H:1]1([N:10]2C=CC(N)=NC2=O)[O:9][C@H:6]([CH2:7]O)[C@@H:4](O)[C@H:2]1O.[C:18](OC(=O)C1C=CC=CC=1)(=O)[C:19]1C=CC=CC=1. The catalyst is CN(C=O)C. The product is [C:1]([NH2:10])(=[O:9])[C:2]1[CH:4]=[CH:6][CH:7]=[CH:19][CH:18]=1. The yield is 0.983. (5) The reactants are [CH3:1][C:2]1[N:3]=[CH:4][S:5][C:6]=1[C:7]1[O:8][C:9]2[C:10](=[C:12]([C:16]([OH:18])=O)[CH:13]=[CH:14][CH:15]=2)[N:11]=1.[ClH:19].C(N=C=NCCCN(C)C)C.ON1C2C=CC=CC=2N=N1.Cl.Cl.[NH2:43][CH:44]1[CH2:51][CH:50]2[N:52]([CH3:53])[CH:46]([CH2:47][CH2:48][CH2:49]2)[CH2:45]1.C(N(CC)CC)C. The catalyst is CN(C=O)C.C(OCC)(=O)C. The product is [ClH:19].[CH3:53][N:52]1[CH:46]2[CH2:47][CH2:48][CH2:49][CH:50]1[CH2:51][CH:44]([NH:43][C:16]([C:12]1[CH:13]=[CH:14][CH:15]=[C:9]3[O:8][C:7]([C:6]4[S:5][CH:4]=[N:3][C:2]=4[CH3:1])=[N:11][C:10]=13)=[O:18])[CH2:45]2. The yield is 0.630. (6) The reactants are [O:1]([C:8]1[C:9]([NH:24][C:25]2[S:26][CH:27]=[C:28]([CH:30]3[CH2:35][CH2:34][NH:33][CH2:32][CH2:31]3)[N:29]=2)=[N:10][CH:11]=[C:12]([S:14][C:15]2[CH:20]=[CH:19][N:18]=[C:17]3[CH:21]=[CH:22][S:23][C:16]=23)[CH:13]=1)[C:2]1[CH:7]=[CH:6][CH:5]=[CH:4][CH:3]=1.C(N(CC)CC)C.[C:43]([Cl:46])(=[O:45])[CH3:44].C([O-])(O)=O.[Na+].[ClH:52]. The catalyst is C1COCC1. The product is [ClH:46].[ClH:52].[O:1]([C:8]1[C:9]([NH:24][C:25]2[S:26][CH:27]=[C:28]([CH:30]3[CH2:35][CH2:34][N:33]([C:43](=[O:45])[CH3:44])[CH2:32][CH2:31]3)[N:29]=2)=[N:10][CH:11]=[C:12]([S:14][C:15]2[CH:20]=[CH:19][N:18]=[C:17]3[CH:21]=[CH:22][S:23][C:16]=23)[CH:13]=1)[C:2]1[CH:7]=[CH:6][CH:5]=[CH:4][CH:3]=1. The yield is 0.359.